Dataset: Reaction yield outcomes from USPTO patents with 853,638 reactions. Task: Predict the reaction yield, written as a fraction of the theoretical maximum amount of product (1.0 means a 100% yield; for example, 0.34 means a 34% yield). The reactants are [C:1]1([C@H:7]([NH:10][C:11]([C:13]2[C:14]3[CH:15]=[CH:16][NH:17][C:18]=3[CH:19]=[CH:20][CH:21]=2)=[O:12])[CH2:8][CH3:9])[CH:6]=[CH:5][CH:4]=[CH:3][CH:2]=1.[NH2:22][C:23]1[N:28]=[C:27](Cl)[CH:26]=[CH:25][N:24]=1.C(NC1C=C(C=CC=1)CNC(C1C2C=CN(C3C=CN=C(N)N=3)C=2C=CC=1)=O)(=O)C. The catalyst is O. The product is [NH2:22][C:23]1[N:28]=[C:27]([N:17]2[C:18]3[CH:19]=[CH:20][CH:21]=[C:13]([C:11]([NH:10][C@@H:7]([C:1]4[CH:2]=[CH:3][CH:4]=[CH:5][CH:6]=4)[CH2:8][CH3:9])=[O:12])[C:14]=3[CH:15]=[CH:16]2)[CH:26]=[CH:25][N:24]=1. The yield is 0.250.